From a dataset of M1 muscarinic receptor antagonist screen with 61,756 compounds. Binary Classification. Given a drug SMILES string, predict its activity (active/inactive) in a high-throughput screening assay against a specified biological target. (1) The compound is S(=O)(=O)(CC(=O)Nc1c(OC)ccc(OC)c1)c1ccccc1. The result is 0 (inactive). (2) The drug is S1c2c(N(c3c1cccc3)C(=O)CSc1n(nnn1)C)cccc2. The result is 0 (inactive). (3) The drug is S(=O)(=O)(NCC1OCCC1)c1ccc(cc1)C(=O)Nc1ccccc1. The result is 0 (inactive). (4) The compound is O1c2cc(C3NCCC3)ccc2OCCC1. The result is 1 (active).